From a dataset of Forward reaction prediction with 1.9M reactions from USPTO patents (1976-2016). Predict the product of the given reaction. (1) The product is: [NH2:43][C@H:38]([C@H:37]([CH2:36][C:34](=[O:35])[OH:77])[OH:70])[CH2:39][CH:40]([CH3:42])[CH3:41]. Given the reactants CC[C@@H]([C@H](N[C:34]([CH2:36][C@H:37]([OH:70])[C@@H:38]([NH:43]C([C@@H](N(C([C@@H](NC([C@H](O)[C@H](CC)C)=O)CC(C)C)=O)C)CCC(N)=O)=O)[CH2:39][CH:40]([CH3:42])[CH3:41])=[O:35])C(NCC(N([C@@H](C(N1[C@H](C(OC)=O)CCC1)=O)CC1C=CC=CC=1)C)=O)=O)C.CC(C[C@H](NC1C([N+]([O-])=O)=CC([N+]([O-])=O)=C(F)C=1)C(N)=[O:77])C.CO.C(O)=O, predict the reaction product. (2) Given the reactants Cl.[F:2][C:3]([F:17])([F:16])[C:4]1[CH:5]=[C:6]([NH:14]N)[CH:7]=[C:8]([C:10]([F:13])([F:12])[F:11])[CH:9]=1.[CH3:18][CH:19]([C:28](=O)[CH3:29])[CH2:20][CH2:21][CH2:22][CH2:23][CH2:24][C:25]([OH:27])=[O:26], predict the reaction product. The product is: [F:2][C:3]([F:17])([F:16])[C:4]1[CH:9]=[C:8]([C:10]([F:13])([F:12])[F:11])[CH:7]=[C:6]2[C:5]=1[C:19]([CH3:18])([CH2:20][CH2:21][CH2:22][CH2:23][CH2:24][C:25]([OH:27])=[O:26])[C:28]([CH3:29])=[N:14]2. (3) Given the reactants ClC(Cl)(Cl)C(Cl)(Cl)Cl.[F:9][C:10]1[CH:11]=[CH:12][C:13]([NH:16][NH:17][C:18](=O)[CH2:19][N:20]2[CH2:25][CH2:24][N:23]([CH3:26])[CH:22]([CH2:27][O:28][Si:29]([CH:36]([CH3:38])[CH3:37])([CH:33]([CH3:35])[CH3:34])[CH:30]([CH3:32])[CH3:31])[CH2:21]2)=[N:14][CH:15]=1.C1C=CC(P(C2C=CC=CC=2)C2C=CC=CC=2)=CC=1.CCN(CC)CC, predict the reaction product. The product is: [F:9][C:10]1[CH:11]=[CH:12][C:13]2[N:14]([C:18]([CH2:19][N:20]3[CH2:25][CH2:24][N:23]([CH3:26])[CH:22]([CH2:27][O:28][Si:29]([CH:36]([CH3:38])[CH3:37])([CH:33]([CH3:35])[CH3:34])[CH:30]([CH3:32])[CH3:31])[CH2:21]3)=[N:17][N:16]=2)[CH:15]=1. (4) Given the reactants C(O[C:4](=[O:11])[CH2:5][N:6]1[N:10]=[CH:9][CH:8]=[N:7]1)C.O.[NH2:13][NH2:14], predict the reaction product. The product is: [N:10]1[N:6]([CH2:5][C:4]([NH:13][NH2:14])=[O:11])[N:7]=[CH:8][CH:9]=1. (5) Given the reactants [OH:1][C:2]1[CH:7]=[CH:6][C:5]([CH:8]2[CH2:19][CH2:18][C:11]3([CH2:13][CH:12]3[C:14]([O:16][CH3:17])=[O:15])[CH2:10][CH2:9]2)=[CH:4][CH:3]=1.C(N(CC)CC)C.[S:27](O[S:27]([C:30]([F:33])([F:32])[F:31])(=[O:29])=[O:28])([C:30]([F:33])([F:32])[F:31])(=[O:29])=[O:28], predict the reaction product. The product is: [F:31][C:30]([F:33])([F:32])[S:27]([O:1][C:2]1[CH:3]=[CH:4][C:5]([CH:8]2[CH2:19][CH2:18][C:11]3([CH2:13][CH:12]3[C:14]([O:16][CH3:17])=[O:15])[CH2:10][CH2:9]2)=[CH:6][CH:7]=1)(=[O:29])=[O:28]. (6) Given the reactants [OH:1][C@H:2]1[CH2:6][NH:5][C@@H:4]([C:7]([OH:9])=[O:8])[CH2:3]1.S(Cl)(Cl)=O.[CH2:14](O)[CH3:15], predict the reaction product. The product is: [CH2:14]([O:8][C:7]([C@H:4]1[CH2:3][C@@H:2]([OH:1])[CH2:6][NH:5]1)=[O:9])[CH3:15]. (7) Given the reactants [F:1][C:2]([F:40])([F:39])[C:3]1[CH:4]=[C:5]([CH:32]=[C:33]([C:35]([F:38])([F:37])[F:36])[CH:34]=1)[CH2:6][N:7]([CH2:14][C:15]1[CH:20]=[C:19]([C:21]([F:24])([F:23])[F:22])[CH:18]=[CH:17][C:16]=1[C:25]1[C:29]([CH2:30][CH3:31])=[CH:28][NH:27][N:26]=1)[C:8]1[N:9]=[N:10][N:11]([CH3:13])[N:12]=1.[H-].[Na+].Br[CH2:44][C:45]([O:47][CH2:48][CH3:49])=[O:46], predict the reaction product. The product is: [CH2:48]([O:47][C:45](=[O:46])[CH2:44][N:27]1[CH:28]=[C:29]([CH2:30][CH3:31])[C:25]([C:16]2[CH:17]=[CH:18][C:19]([C:21]([F:22])([F:23])[F:24])=[CH:20][C:15]=2[CH2:14][N:7]([CH2:6][C:5]2[CH:4]=[C:3]([C:2]([F:1])([F:39])[F:40])[CH:34]=[C:33]([C:35]([F:36])([F:37])[F:38])[CH:32]=2)[C:8]2[N:9]=[N:10][N:11]([CH3:13])[N:12]=2)=[N:26]1)[CH3:49]. (8) Given the reactants [I-].[Na+].Cl[Si](C)(C)C.Cl.[CH3:9][O:10][C:11](=[O:30])[C@H:12]([C:23]1[CH:28]=[CH:27][CH:26]=[CH:25][C:24]=1[Cl:29])[N:13]1[CH2:18][CH:17](O)[C:16]2[S:20][CH:21]=[CH:22][C:15]=2[CH2:14]1.C(=O)(O)[O-].[Na+], predict the reaction product. The product is: [CH3:9][O:10][C:11]([C@@H:12]([N:13]1[CH2:14][C:15]2[CH:22]=[CH:21][S:20][C:16]=2[CH2:17][CH2:18]1)[C:23]1[CH:28]=[CH:27][CH:26]=[CH:25][C:24]=1[Cl:29])=[O:30].